Dataset: Reaction yield outcomes from USPTO patents with 853,638 reactions. Task: Predict the reaction yield, written as a fraction of the theoretical maximum amount of product (1.0 means a 100% yield; for example, 0.34 means a 34% yield). (1) The catalyst is C1(OC2C=CC=CC=2)C=CC=CC=1. The product is [OH:18][C:19]1[C:5]2[C:3](=[C:2]([I:1])[CH:8]=[C:7]([CH2:9][CH:10]3[CH2:11][CH2:12][O:13][CH2:14][CH2:15]3)[CH:6]=2)[N:4]=[CH:26][C:20]=1[C:21]([O:23][CH2:24][CH3:25])=[O:22]. The yield is 0.580. The reactants are [I:1][C:2]1[CH:8]=[C:7]([CH2:9][CH:10]2[CH2:15][CH2:14][O:13][CH2:12][CH2:11]2)[CH:6]=[CH:5][C:3]=1[NH2:4].C([O:18][CH:19]=[C:20]([C:26](OCC)=O)[C:21]([O:23][CH2:24][CH3:25])=[O:22])C. (2) The reactants are [CH3:1][C:2]1[S:3][C:4]2[C:10](=O)[C:9](=[CH:12][N:13]3[CH2:18]COCC3)[CH2:8][CH2:7][C:5]=2[N:6]=1.[N+:19]([O-])(O)=O.[C:23]1([NH:29]C(N)=N)[CH:28]=[CH:27][CH:26]=[CH:25][CH:24]=1.[OH-].[Na+]. The catalyst is COCCO. The product is [CH3:1][C:2]1[S:3][C:4]2[C:10]3[N:19]=[C:18]([NH:29][C:23]4[CH:28]=[CH:27][CH:26]=[CH:25][CH:24]=4)[N:13]=[CH:12][C:9]=3[CH2:8][CH2:7][C:5]=2[N:6]=1. The yield is 0.460. (3) The reactants are CC(C)([O-])C.[K+].Br[CH2:8][CH2:9][CH2:10][CH2:11][CH2:12][CH:13]([CH2:17][CH2:18][CH3:19])[CH2:14][CH2:15][CH3:16].Cl. The catalyst is O1CCCC1. The product is [CH2:17]([CH:13]([CH2:14][CH2:15][CH3:16])[CH2:12][CH2:11][CH2:10][CH:9]=[CH2:8])[CH2:18][CH3:19]. The yield is 0.840. (4) The reactants are [NH2:1][CH:2]([C:7]1[CH:12]=[CH:11][CH:10]=[CH:9][CH:8]=1)[CH2:3][C:4]([OH:6])=[O:5].[C@@H:13]12[C:22](=O)[O:21][C:19](=[O:20])[C@@H:14]1[CH2:15][CH2:16][CH2:17][CH2:18]2. The catalyst is C(O)(=O)C. The product is [C:22]1(=[O:21])[N:1]([CH:2]([C:7]2[CH:12]=[CH:11][CH:10]=[CH:9][CH:8]=2)[CH2:3][C:4]([OH:6])=[O:5])[C:19](=[O:20])[C@H:14]2[CH2:15][CH2:16][CH2:17][CH2:18][C@@H:13]12. The yield is 0.580. (5) The reactants are [Cl:1][C:2]1[CH:3]=[CH:4][C:5]([O:10][CH3:11])=[C:6]([CH:9]=1)[C:7]#[N:8].[CH2:12]([OH:14])[CH3:13].Cl. The catalyst is C(Cl)Cl. The product is [ClH:1].[Cl:1][C:2]1[CH:3]=[CH:4][C:5]([O:10][CH3:11])=[C:6]([CH:9]=1)[C:7](=[NH:8])[O:14][CH2:12][CH3:13]. The yield is 0.510.